From a dataset of CYP3A4 inhibition data for predicting drug metabolism from PubChem BioAssay. Regression/Classification. Given a drug SMILES string, predict its absorption, distribution, metabolism, or excretion properties. Task type varies by dataset: regression for continuous measurements (e.g., permeability, clearance, half-life) or binary classification for categorical outcomes (e.g., BBB penetration, CYP inhibition). Dataset: cyp3a4_veith. (1) The molecule is O=C(c1cnccn1)N1CCC2(CCCN(c3cccc(-c4ccccc4)c3)C2)CC1. The result is 1 (inhibitor). (2) The molecule is CC(=O)OC[C@@H]1O[C@@H](O/N=C2/C[C@@H](O)[C@@H](O)[C@H]3[C@@H]2CC[C@@H]2C(=O)N(C[C@@H]4CCCO4)C(=O)[C@H]23)[C@H](OC(C)=O)[C@H](OC(C)=O)[C@@H]1OC(C)=O. The result is 0 (non-inhibitor). (3) The compound is CNc1nc(-c2ccc(N(C)C)cc2)nc2ccccc12. The result is 1 (inhibitor). (4) The molecule is CCC(=O)Nc1ccc(C(=O)NNC(=O)c2cccs2)cc1. The result is 0 (non-inhibitor). (5) The molecule is COC(=O)[C@@]1(Cc2ccc(F)cc2)[C@H]2c3cc(C(=O)N(C)C)n(Cc4ccc(C)c(F)c4F)c3C[C@H]2CN1C(=O)c1ccccc1. The result is 1 (inhibitor). (6) The compound is CCOc1nc(NCCc2ccc(OC)c(OC)c2)nc(NC(C)(C)CO)n1. The result is 1 (inhibitor). (7) The compound is N[C@]1(C(=O)O)CCc2cc(C(=O)O)ccc21. The result is 0 (non-inhibitor). (8) The molecule is N#Cc1cccc(-c2nccc(NCc3cccnc3)n2)c1. The result is 1 (inhibitor). (9) The compound is CCS(=O)(=O)N1CCC(C(=O)NCc2ccco2)CC1. The result is 0 (non-inhibitor).